From a dataset of Peptide-MHC class II binding affinity with 134,281 pairs from IEDB. Regression. Given a peptide amino acid sequence and an MHC pseudo amino acid sequence, predict their binding affinity value. This is MHC class II binding data. (1) The peptide sequence is GELQIVDKNDAAFKI. The MHC is DRB1_1101 with pseudo-sequence DRB1_1101. The binding affinity (normalized) is 0.522. (2) The peptide sequence is PIVKDASIQVVSAIR. The MHC is DRB1_1101 with pseudo-sequence DRB1_1101. The binding affinity (normalized) is 0.386. (3) The peptide sequence is GRYKDEKDVTDITVK. The MHC is HLA-DQA10102-DQB10502 with pseudo-sequence HLA-DQA10102-DQB10502. The binding affinity (normalized) is 0.334. (4) The peptide sequence is TKTTSDYQDSDVSQ. The MHC is DRB4_0101 with pseudo-sequence DRB4_0103. The binding affinity (normalized) is 0.161.